This data is from Catalyst prediction with 721,799 reactions and 888 catalyst types from USPTO. The task is: Predict which catalyst facilitates the given reaction. (1) Reactant: [OH:1][CH:2]1[CH2:5][CH:4]([C:6]2[S:7][C:8]3[CH:14]=[C:13]([N:15]4[C:20](=[O:21])[CH:19]=[CH:18][CH:17]=[N:16]4)[CH:12]=[CH:11][C:9]=3[N:10]=2)[CH2:3]1.CC(OI1(OC(C)=O)(OC(C)=O)OC(=O)C2C=CC=CC1=2)=O. Product: [O:1]=[C:2]1[CH2:5][CH:4]([C:6]2[S:7][C:8]3[CH:14]=[C:13]([N:15]4[C:20](=[O:21])[CH:19]=[CH:18][CH:17]=[N:16]4)[CH:12]=[CH:11][C:9]=3[N:10]=2)[CH2:3]1. The catalyst class is: 46. (2) Reactant: C(OC([N:11]1[CH2:16][CH2:15][N:14]([C:17]2[CH:22]=[CH:21][C:20]([C:23]3[CH:24]=[N:25][N:26]4[C:31]([NH2:32])=[C:30]([C:33]5[CH:38]=[CH:37][C:36]([NH:39][C:40]([O:42][CH2:43][CH:44]([CH3:46])[CH3:45])=[O:41])=[CH:35][CH:34]=5)[CH:29]=[N:28][C:27]=34)=[CH:19][CH:18]=2)[CH2:13][CH2:12]1)=O)C1C=CC=CC=1. Product: [CH2:43]([O:42][C:40](=[O:41])[NH:39][C:36]1[CH:35]=[CH:34][C:33]([C:30]2[CH:29]=[N:28][C:27]3[N:26]([N:25]=[CH:24][C:23]=3[C:20]3[CH:21]=[CH:22][C:17]([N:14]4[CH2:15][CH2:16][NH:11][CH2:12][CH2:13]4)=[CH:18][CH:19]=3)[C:31]=2[NH2:32])=[CH:38][CH:37]=1)[CH:44]([CH3:46])[CH3:45]. The catalyst class is: 541.